Dataset: Catalyst prediction with 721,799 reactions and 888 catalyst types from USPTO. Task: Predict which catalyst facilitates the given reaction. (1) Reactant: [NH2:1][C@H:2]1[CH2:6][O:5][CH2:4][C@@H:3]1[OH:7].C(N(CC)CC)C.[CH3:15][C:16]([O:19][C:20](O[C:20]([O:19][C:16]([CH3:18])([CH3:17])[CH3:15])=[O:21])=[O:21])([CH3:18])[CH3:17]. Product: [NH2:1][C@H:2]1[CH2:6][O:5][CH2:4][C@@H:3]1[OH:7].[OH:7][C@H:3]1[CH2:4][O:5][CH2:6][C@@H:2]1[NH:1][C:20](=[O:21])[O:19][C:16]([CH3:18])([CH3:17])[CH3:15]. The catalyst class is: 5. (2) Reactant: [Cl:1][C:2]1[CH:3]=[CH:4][CH:5]=[C:6]([C:15]([C@@H:17]2[CH2:22][CH2:21][CH2:20][N:19]([C:23]([O:25][C:26]([CH3:29])([CH3:28])[CH3:27])=[O:24])[CH2:18]2)=[O:16])[C:7]=1[C:8]1[CH:13]=[CH:12][CH:11]=[C:10]([CH3:14])[CH:9]=1.C[Si]1(C)CC[Si](C)(C)[N:32]1[CH2:38][CH2:39][CH2:40][Mg]Cl. Product: [NH2:32][CH2:38][CH2:39][CH2:40][C:15]([C@@H:17]1[CH2:22][CH2:21][CH2:20][N:19]([C:23]([O:25][C:26]([CH3:29])([CH3:28])[CH3:27])=[O:24])[CH2:18]1)([C:6]1[CH:5]=[CH:4][CH:3]=[C:2]([Cl:1])[C:7]=1[C:8]1[CH:13]=[CH:12][CH:11]=[C:10]([CH3:14])[CH:9]=1)[OH:16]. The catalyst class is: 1. (3) Reactant: [Br:1][C:2]1[CH:3]=[C:4]([CH:8]([CH2:12][C:13]2[CH:18]=[CH:17][C:16]([Cl:19])=[CH:15][N:14]=2)[C:9](=[O:11])[CH3:10])[CH:5]=[CH:6][CH:7]=1.C([BH-](C(CC)C)C(CC)C)(CC)C.[Li+].Cl. Product: [Br:1][C:2]1[CH:3]=[C:4]([CH:8]([CH2:12][C:13]2[CH:18]=[CH:17][C:16]([Cl:19])=[CH:15][N:14]=2)[CH:9]([OH:11])[CH3:10])[CH:5]=[CH:6][CH:7]=1. The catalyst class is: 1.